Dataset: CYP1A2 inhibition data for predicting drug metabolism from PubChem BioAssay. Task: Regression/Classification. Given a drug SMILES string, predict its absorption, distribution, metabolism, or excretion properties. Task type varies by dataset: regression for continuous measurements (e.g., permeability, clearance, half-life) or binary classification for categorical outcomes (e.g., BBB penetration, CYP inhibition). Dataset: cyp1a2_veith. (1) The compound is Nc1ccn([C@H]2O[C@@H](COP(=O)(O)O)[C@@H](O)[C@H]2O)c(=O)n1. The result is 0 (non-inhibitor). (2) The molecule is O=C(O)[C@@H]1CCCN[C@H]1C(=O)O. The result is 0 (non-inhibitor). (3) The molecule is CN(C)c1ncc2nc(-c3cccc(C#N)c3)c(=O)n(CCC#N)c2n1. The result is 0 (non-inhibitor). (4) The compound is Cc1cc(/C=C2\SC(=S)N(Cc3ccco3)C2=O)c(C)n1-c1cccnc1. The result is 1 (inhibitor). (5) The molecule is N=C(N)SCCc1ccccn1. The result is 0 (non-inhibitor). (6) The molecule is CC1(C)SC(=S)N(Cc2ccc3c(c2)OCO3)C1N(O)C(=O)NC1CCCCC1. The result is 0 (non-inhibitor). (7) The molecule is O=c1c(-c2ccc(F)cc2)nc2cnc(N3CCNCC3)nc2n1-c1ccccc1. The result is 1 (inhibitor). (8) The compound is NCCNc1ncnc2ccc(Cl)cc12. The result is 1 (inhibitor). (9) The drug is CC(=O)Nc1c(NC(C)C)c2ccccc2oc1=O. The result is 0 (non-inhibitor). (10) The molecule is CN1C[C@H](C(=O)N[C@]2(C)O[C@]3(O)[C@H]4CCCN4C(=O)[C@H](Cc4ccccc4)N3C2=O)C[C@H]2c3cccc4[nH]cc(c34)C[C@@H]21.CN1C[C@H](C(=O)N[C@]2(C)O[C@]3(O)[C@H]4CCCN4C(=O)[C@H](Cc4ccccc4)N3C2=O)C[C@H]2c3cccc4[nH]cc(c34)C[C@@H]21.O=C(O)[C@@H](O)[C@@H](O)C(=O)O. The result is 0 (non-inhibitor).